From a dataset of Catalyst prediction with 721,799 reactions and 888 catalyst types from USPTO. Predict which catalyst facilitates the given reaction. Reactant: [Cl:1][C:2]1[CH:3]=[CH:4][C:5](F)=[C:6]([CH:9]=1)[C:7]#[N:8].[CH3:11][S-:12].[Na+].Cl. Product: [Cl:1][C:2]1[CH:3]=[CH:4][C:5]([S:12][CH3:11])=[C:6]([CH:9]=1)[C:7]#[N:8]. The catalyst class is: 9.